From a dataset of Peptide-MHC class II binding affinity with 134,281 pairs from IEDB. Regression. Given a peptide amino acid sequence and an MHC pseudo amino acid sequence, predict their binding affinity value. This is MHC class II binding data. The peptide sequence is WYNRCHAAN. The MHC is DRB1_0101 with pseudo-sequence DRB1_0101. The binding affinity (normalized) is 0.